Task: Predict the reactants needed to synthesize the given product.. Dataset: Full USPTO retrosynthesis dataset with 1.9M reactions from patents (1976-2016) (1) Given the product [CH2:26]([N:5]([CH2:1][CH2:2][CH2:3][CH3:4])[C:6]1[CH:11]=[CH:10][C:9]([CH:12]=[CH:13][C:14]2[C:21]([CH3:22])=[CH:20][C:17]([CH:18]=[CH:37][C:36]3[C:35]([CH3:38])([CH3:39])[O:34][C:33](=[C:40]([C:41]#[N:42])[C:43]#[N:44])[C:32]=3[C:30]#[N:31])=[C:16]([CH3:23])[CH:15]=2)=[C:8]([O:24][CH3:25])[CH:7]=1)[CH2:27][CH2:28][CH3:29], predict the reactants needed to synthesize it. The reactants are: [CH2:1]([N:5]([CH2:26][CH2:27][CH2:28][CH3:29])[C:6]1[CH:11]=[CH:10][C:9]([CH:12]=[CH:13][C:14]2[C:21]([CH3:22])=[CH:20][C:17]([CH:18]=O)=[C:16]([CH3:23])[CH:15]=2)=[C:8]([O:24][CH3:25])[CH:7]=1)[CH2:2][CH2:3][CH3:4].[C:30]([C:32]1[C:33](=[C:40]([C:43]#[N:44])[C:41]#[N:42])[O:34][C:35]([CH3:39])([CH3:38])[C:36]=1[CH3:37])#[N:31].C([O-])(=O)C.[NH4+]. (2) Given the product [CH:23]1([C:21]2[NH:20][N:19]=[C:18]([NH:17][C:1]3[NH:2][C:6](=[O:7])[C:5]4[C:4]([CH:3]=3)=[CH:12][C:11]([O:13][CH3:14])=[C:10]([O:15][CH3:16])[CH:9]=4)[CH:22]=2)[CH2:25][CH2:24]1, predict the reactants needed to synthesize it. The reactants are: [C:1]([CH2:3][C:4]1[CH:12]=[C:11]([O:13][CH3:14])[C:10]([O:15][CH3:16])=[CH:9][C:5]=1[C:6](O)=[O:7])#[N:2].[NH2:17][C:18]1[CH:22]=[C:21]([CH:23]2[CH2:25][CH2:24]2)[NH:20][N:19]=1. (3) Given the product [CH3:24][N:23]([CH2:22][CH2:21][CH2:20][N:2]([CH3:1])[CH2:3][C:4](=[O:5])[NH:6][C:7]1[CH:12]=[CH:11][C:10]([O:13][C:14]2[CH:19]=[CH:18][CH:17]=[CH:16][CH:15]=2)=[CH:9][CH:8]=1)[C:26]([NH:25][C:28]1[CH:37]=[CH:36][C:31]([C:32]([O:34][CH3:35])=[O:33])=[CH:30][CH:29]=1)=[O:27], predict the reactants needed to synthesize it. The reactants are: [CH3:1][N:2]([CH2:20][CH2:21][CH2:22][NH:23][CH3:24])[CH2:3][C:4]([NH:6][C:7]1[CH:12]=[CH:11][C:10]([O:13][C:14]2[CH:19]=[CH:18][CH:17]=[CH:16][CH:15]=2)=[CH:9][CH:8]=1)=[O:5].[N:25]([C:28]1[CH:37]=[CH:36][C:31]([C:32]([O:34][CH3:35])=[O:33])=[CH:30][CH:29]=1)=[C:26]=[O:27].CO. (4) Given the product [F:25][C:23]1[CH:22]=[CH:21][C:3]([O:4][CH2:5][C:6]([N:8]([CH:18]([CH3:20])[CH3:19])[NH:9][C:10](=[O:17])[C:11]2[CH:16]=[CH:15][CH:14]=[CH:13][CH:12]=2)=[O:7])=[C:2]([C:36]2[CH:37]=[CH:38][CH:39]=[CH:40][C:35]=2[N+:32]([O-:34])=[O:33])[CH:24]=1, predict the reactants needed to synthesize it. The reactants are: Br[C:2]1[CH:24]=[C:23]([F:25])[CH:22]=[CH:21][C:3]=1[O:4][CH2:5][C:6]([N:8]([CH:18]([CH3:20])[CH3:19])[NH:9][C:10](=[O:17])[C:11]1[CH:16]=[CH:15][CH:14]=[CH:13][CH:12]=1)=[O:7].C([O-])([O-])=O.[Na+].[Na+].[N+:32]([C:35]1[CH:40]=[CH:39][CH:38]=[CH:37][C:36]=1B(O)O)([O-:34])=[O:33]. (5) The reactants are: Cl[C:2]1[CH:11]=[CH:10][CH:9]=[C:8]2[C:3]=1[CH2:4][CH2:5][CH2:6][CH:7]2[C:12]1[N:13]=[CH:14][NH:15][CH:16]=1. Given the product [CH:7]1([C:12]2[N:13]=[CH:14][NH:15][CH:16]=2)[C:8]2[C:3](=[CH:2][CH:11]=[CH:10][CH:9]=2)[CH2:4][CH2:5][CH2:6]1, predict the reactants needed to synthesize it. (6) Given the product [CH:14]([C:2]1[CH:11]=[CH:10][C:5]([C:6]([O:8][CH3:9])=[O:7])=[C:4]([O:12][CH3:13])[CH:3]=1)=[O:15], predict the reactants needed to synthesize it. The reactants are: Br[C:2]1[CH:11]=[CH:10][C:5]([C:6]([O:8][CH3:9])=[O:7])=[C:4]([O:12][CH3:13])[CH:3]=1.[CH:14]([O-])=[O:15].[Na+].C([O-])([O-])=O.[Na+].[Na+].